This data is from Full USPTO retrosynthesis dataset with 1.9M reactions from patents (1976-2016). The task is: Predict the reactants needed to synthesize the given product. Given the product [OH:27][CH:23]1[CH2:24][CH2:25][CH2:26][N:21]([CH:28]2[CH2:33][CH2:32][N:31]([C:18]([C:3]3[N:4]([CH3:17])[C:5]([C:7]4[CH:12]=[CH:11][CH:10]=[C:9]([C:13]([F:14])([F:15])[F:16])[CH:8]=4)=[N:6][C:2]=3[I:1])=[O:19])[CH2:30][CH2:29]2)[CH2:22]1, predict the reactants needed to synthesize it. The reactants are: [I:1][C:2]1[N:6]=[C:5]([C:7]2[CH:12]=[CH:11][CH:10]=[C:9]([C:13]([F:16])([F:15])[F:14])[CH:8]=2)[N:4]([CH3:17])[C:3]=1[C:18](O)=[O:19].[N:21]1([CH:28]2[CH2:33][CH2:32][NH:31][CH2:30][CH2:29]2)[CH2:26][CH2:25][CH2:24][CH:23]([OH:27])[CH2:22]1.